This data is from Merck oncology drug combination screen with 23,052 pairs across 39 cell lines. The task is: Regression. Given two drug SMILES strings and cell line genomic features, predict the synergy score measuring deviation from expected non-interaction effect. Drug 1: N#Cc1ccc(Cn2cncc2CN2CCN(c3cccc(Cl)c3)C(=O)C2)cc1. Drug 2: Cn1cc(-c2cnn3c(N)c(Br)c(C4CCCNC4)nc23)cn1. Cell line: SW837. Synergy scores: synergy=-87.1.